This data is from Full USPTO retrosynthesis dataset with 1.9M reactions from patents (1976-2016). The task is: Predict the reactants needed to synthesize the given product. (1) The reactants are: [CH3:1][O:2][C:3](=[O:19])[CH:4]([C:9]1[CH:14]=[CH:13][C:12]([Br:15])=[CH:11][C:10]=1[N+:16]([O-:18])=[O:17])C(OC)=O.Cl.[C:21](O)(=O)C. Given the product [CH2:1]([O:2][C:3](=[O:19])[CH2:4][C:9]1[CH:14]=[CH:13][C:12]([Br:15])=[CH:11][C:10]=1[N+:16]([O-:18])=[O:17])[CH3:21], predict the reactants needed to synthesize it. (2) Given the product [CH2:10]([O:9][C:8]1[CH:7]=[CH:6][C:5]([CH2:17][CH2:18][NH:19][C:40](=[O:41])[CH2:39][C:36]2[CH:37]=[CH:38][C:33]([Cl:32])=[CH:34][CH:35]=2)=[CH:4][C:3]=1[O:2][CH3:1])[C:11]1[CH:12]=[CH:13][CH:14]=[CH:15][CH:16]=1, predict the reactants needed to synthesize it. The reactants are: [CH3:1][O:2][C:3]1[CH:4]=[C:5]([CH2:17][CH2:18][NH2:19])[CH:6]=[CH:7][C:8]=1[O:9][CH2:10][C:11]1[CH:16]=[CH:15][CH:14]=[CH:13][CH:12]=1.C(N(CC)CC)C.O1CCCC1.[Cl:32][C:33]1[CH:38]=[CH:37][C:36]([CH2:39][C:40](Cl)=[O:41])=[CH:35][CH:34]=1. (3) The reactants are: [C:1]1([CH2:9][NH2:10])[CH:6]=[CH:5][CH:4]=[C:3]([CH2:7][NH2:8])[CH:2]=1. Given the product [C:9](#[N:10])[C:1]1[CH:6]=[CH:5][CH:4]=[C:3]([C:7]#[N:8])[CH:2]=1, predict the reactants needed to synthesize it. (4) Given the product [F:1][C:2]1[CH:7]=[CH:6][C:5]([S:8]([NH:13][CH3:12])(=[O:10])=[O:9])=[CH:4][CH:3]=1, predict the reactants needed to synthesize it. The reactants are: [F:1][C:2]1[CH:7]=[CH:6][C:5]([S:8](Cl)(=[O:10])=[O:9])=[CH:4][CH:3]=1.[CH3:12][NH2:13]. (5) Given the product [C:1]1([C:9]2[N:17]=[C:16]3[C:12]([N:13]=[CH:14][N:15]3[CH2:18][C:19]3[CH:20]=[CH:21][C:22]([O:25][CH3:26])=[CH:23][CH:24]=3)=[C:11]([C:27]3[O:28][CH:29]=[CH:30][CH:31]=3)[N:10]=2)[CH2:5][CH2:4][CH2:3][CH:2]=1, predict the reactants needed to synthesize it. The reactants are: [CH:1]1([Mg]Br)[CH2:5][CH2:4][CH2:3][CH2:2]1.Cl[C:9]1[N:17]=[C:16]2[C:12]([N:13]=[CH:14][N:15]2[CH2:18][C:19]2[CH:24]=[CH:23][C:22]([O:25][CH3:26])=[CH:21][CH:20]=2)=[C:11]([C:27]2[O:28][CH:29]=[CH:30][CH:31]=2)[N:10]=1.